From a dataset of Forward reaction prediction with 1.9M reactions from USPTO patents (1976-2016). Predict the product of the given reaction. (1) Given the reactants [NH2:1][C:2]1[C:10]2[C:5](=[CH:6][CH:7]=[CH:8][C:9]=2[O:11][CH3:12])[N:4]([CH2:13][C:14]2[CH:15]=[C:16]([CH:19]=[CH:20][CH:21]=2)[C:17]#[N:18])[N:3]=1.[Cl:22][C:23]1[S:27][C:26]([S:28](Cl)(=[O:30])=[O:29])=[CH:25][CH:24]=1.N1C=CC=CC=1, predict the reaction product. The product is: [Cl:22][C:23]1[S:27][C:26]([S:28]([NH:1][C:2]2[C:10]3[C:5](=[CH:6][CH:7]=[CH:8][C:9]=3[O:11][CH3:12])[N:4]([CH2:13][C:14]3[CH:21]=[CH:20][CH:19]=[C:16]([C:17]#[N:18])[CH:15]=3)[N:3]=2)(=[O:30])=[O:29])=[CH:25][CH:24]=1. (2) Given the reactants [F:1][C:2]([F:20])([F:19])[O:3][C:4]1[CH:9]=[CH:8][C:7]([C:10]2[N:11]=[C:12]([NH:15]C(=O)C)[NH:13][CH:14]=2)=[CH:6][CH:5]=1, predict the reaction product. The product is: [F:20][C:2]([F:1])([F:19])[O:3][C:4]1[CH:9]=[CH:8][C:7]([C:10]2[N:11]=[C:12]([NH2:15])[NH:13][CH:14]=2)=[CH:6][CH:5]=1. (3) Given the reactants [CH3:1][C:2]1[CH:7]=[C:6]([CH3:8])[CH:5]=[C:4]([CH3:9])[C:3]=1[S:10]([C:13]1[N:17]=[CH:16][NH:15][N:14]=1)(=[O:12])=[O:11].[CH3:18][N:19]([C:23]1[CH:28]=[CH:27][CH:26]=[CH:25][CH:24]=1)[C:20](Cl)=[O:21], predict the reaction product. The product is: [CH3:1][C:2]1[CH:7]=[C:6]([CH3:8])[CH:5]=[C:4]([CH3:9])[C:3]=1[S:10]([C:13]1[N:17]=[CH:16][N:15]([C:20](=[O:21])[N:19]([CH3:18])[C:23]2[CH:28]=[CH:27][CH:26]=[CH:25][CH:24]=2)[N:14]=1)(=[O:11])=[O:12]. (4) Given the reactants [CH3:1][O:2][C:3](=[O:33])[C@H:4]([CH2:16][C:17]1[CH:22]=[CH:21][C:20]([C:23]2[C:28]([O:29][CH3:30])=[CH:27][CH:26]=[CH:25][C:24]=2[O:31][CH3:32])=[CH:19][CH:18]=1)[NH:5][C:6](=[O:15])[C:7]1[C:12]([Cl:13])=[CH:11][CH:10]=[CH:9][C:8]=1[Cl:14].[N+:34]([O-])([OH:36])=[O:35], predict the reaction product. The product is: [CH3:1][O:2][C:3](=[O:33])[C@H:4]([CH2:16][C:17]1[CH:22]=[CH:21][C:20]([C:23]2[C:24]([O:31][CH3:32])=[CH:25][CH:26]=[C:27]([N+:34]([O-:36])=[O:35])[C:28]=2[O:29][CH3:30])=[CH:19][CH:18]=1)[NH:5][C:6](=[O:15])[C:7]1[C:12]([Cl:13])=[CH:11][CH:10]=[CH:9][C:8]=1[Cl:14]. (5) Given the reactants [N:1]1[C:5]2[CH:6]=[CH:7][CH:8]=[CH:9][C:4]=2[NH:3][C:2]=1[CH2:10][N:11]([CH3:31])[C:12]([C:14]1[CH:15]=[CH:16][C:17]2[NH:23][CH:22]([CH2:24][C:25]([O:27]C)=[O:26])[C:21](=[O:29])[NH:20][CH2:19][C:18]=2[CH:30]=1)=[O:13].O.[OH-].[Na+].FC(F)(F)C(O)=O, predict the reaction product. The product is: [N:1]1[C:5]2[CH:6]=[CH:7][CH:8]=[CH:9][C:4]=2[NH:3][C:2]=1[CH2:10][N:11]([CH3:31])[C:12]([C:14]1[CH:15]=[CH:16][C:17]2[NH:23][CH:22]([CH2:24][C:25]([OH:27])=[O:26])[C:21](=[O:29])[NH:20][CH2:19][C:18]=2[CH:30]=1)=[O:13]. (6) Given the reactants [Br:1][C:2]1[CH:3]=[C:4]2[C:9](=[CH:10][CH:11]=1)[C:8](=[O:12])[NH:7][C:6](=[O:13])/[C:5]/2=[CH:14]/OC.[CH3:17][N:18]([CH3:31])[CH2:19][CH2:20][S:21]([C:24]1[CH:29]=[CH:28][C:27]([NH2:30])=[CH:26][CH:25]=1)(=[O:23])=[O:22].C(N(CC)CC)C, predict the reaction product. The product is: [Br:1][C:2]1[CH:3]=[C:4]2[C:9](=[CH:10][CH:11]=1)[C:8](=[O:12])[NH:7][C:6](=[O:13])/[C:5]/2=[CH:14]\[NH:30][C:27]1[CH:26]=[CH:25][C:24]([S:21]([CH2:20][CH2:19][N:18]([CH3:31])[CH3:17])(=[O:23])=[O:22])=[CH:29][CH:28]=1.